This data is from CYP2C9 inhibition data for predicting drug metabolism from PubChem BioAssay. The task is: Regression/Classification. Given a drug SMILES string, predict its absorption, distribution, metabolism, or excretion properties. Task type varies by dataset: regression for continuous measurements (e.g., permeability, clearance, half-life) or binary classification for categorical outcomes (e.g., BBB penetration, CYP inhibition). Dataset: cyp2c9_veith. (1) The molecule is CCN(CC)CC#CCC(C)(c1ccccc1)c1ccccc1.Cl. The result is 1 (inhibitor). (2) The molecule is C=C(C)[C@H]1[C@@H]2C(=O)O[C@H]1[C@H]1OC(=O)[C@@]34O[C@@H]3C[C@]2(O)[C@]14C.CC(C)(O)[C@H]1[C@@H]2C(=O)O[C@H]1[C@H]1OC(=O)[C@@]34O[C@@H]3C[C@]2(O)[C@]14C. The result is 1 (inhibitor). (3) The molecule is COc1ccc(NC(=O)N2CC3(CCN(C(=O)c4ccncc4)CC3)C2)cc1. The result is 0 (non-inhibitor). (4) The compound is CCC(=O)Nc1ccccc1C(=O)OCC(=O)c1ccccc1. The result is 1 (inhibitor). (5) The compound is CC(C)CN1CCCC2(CCN(C(=O)c3ccncc3)CC2)C1. The result is 0 (non-inhibitor).